From a dataset of Full USPTO retrosynthesis dataset with 1.9M reactions from patents (1976-2016). Predict the reactants needed to synthesize the given product. (1) Given the product [C:1]([O:5][C:6]([N:8]1[CH2:9][CH2:10][N:41]([CH2:38][CH2:47][CH2:48][NH:50][C:19]2[N:24]=[C:23]([C:25]3[S:29][C:28]4[CH:30]=[CH:31][CH:32]=[C:33]([C:34](=[O:35])[NH2:36])[C:27]=4[CH:26]=3)[C:22]([Cl:37])=[CH:21][N:20]=2)[CH2:12][CH2:13]1)=[O:7])([CH3:2])([CH3:3])[CH3:4], predict the reactants needed to synthesize it. The reactants are: [C:1]([O:5][C:6]([N:8]1[CH2:13][CH2:12]C(CCCN)[CH2:10][CH2:9]1)=[O:7])([CH3:4])([CH3:3])[CH3:2].Cl[C:19]1[N:24]=[C:23]([C:25]2[S:29][C:28]3[CH:30]=[CH:31][CH:32]=[C:33]([C:34]([NH2:36])=[O:35])[C:27]=3[CH:26]=2)[C:22]([Cl:37])=[CH:21][N:20]=1.[CH:38]([N:41](C(C)C)CC)(C)C.[CH3:47][C:48]([N:50](C)C)=O. (2) Given the product [F:1]/[C:2](/[C:15]1[CH:19]=[C:18]([CH3:20])[N:17]([CH2:21][C:22]2[CH:23]=[C:24]([C:25]([N:31]3[CH2:36][CH2:35][O:34][CH2:33][CH2:32]3)=[O:27])[CH:28]=[CH:29][CH:30]=2)[N:16]=1)=[CH:3]\[C:4]1[CH:9]=[CH:8][C:7]([O:10][C:11]([F:13])([F:14])[F:12])=[CH:6][CH:5]=1, predict the reactants needed to synthesize it. The reactants are: [F:1]/[C:2](/[C:15]1[CH:19]=[C:18]([CH3:20])[N:17]([CH2:21][C:22]2[CH:23]=[C:24]([CH:28]=[CH:29][CH:30]=2)[C:25]([OH:27])=O)[N:16]=1)=[CH:3]\[C:4]1[CH:9]=[CH:8][C:7]([O:10][C:11]([F:14])([F:13])[F:12])=[CH:6][CH:5]=1.[NH:31]1[CH2:36][CH2:35][O:34][CH2:33][CH2:32]1. (3) Given the product [CH2:1]([C:3]1[O:4][C:5]2[CH:11]=[CH:10][CH:9]=[CH:8][C:6]=2[C:7]=1[C:12]([C:13]1[CH:18]=[CH:17][CH:16]=[CH:15][CH:14]=1)=[O:19])[CH3:2], predict the reactants needed to synthesize it. The reactants are: [CH2:1]([C:3]1[O:4][C:5]2[CH:11]=[CH:10][CH:9]=[CH:8][C:6]=2[CH:7]=1)[CH3:2].[C:12](Cl)(=[O:19])[C:13]1[CH:18]=[CH:17][CH:16]=[CH:15][CH:14]=1.[Sn](Cl)(Cl)(Cl)Cl. (4) Given the product [NH2:33][C:31]1[C:30]2[C:25](=[CH:26][CH:27]=[CH:28][CH:29]=2)[N:24]=[C:23]([NH:1][CH2:2][CH2:3][CH2:4][CH2:5][CH2:6][CH2:7][NH:8][S:9]([C:12]2[C:21]3[C:16](=[CH:17][CH:18]=[CH:19][CH:20]=3)[CH:15]=[CH:14][CH:13]=2)(=[O:11])=[O:10])[N:32]=1, predict the reactants needed to synthesize it. The reactants are: [NH2:1][CH2:2][CH2:3][CH2:4][CH2:5][CH2:6][CH2:7][NH:8][S:9]([C:12]1[C:21]2[C:16](=[CH:17][CH:18]=[CH:19][CH:20]=2)[CH:15]=[CH:14][CH:13]=1)(=[O:11])=[O:10].Cl[C:23]1[N:32]=[C:31]([NH2:33])[C:30]2[C:25](=[CH:26][CH:27]=[CH:28][CH:29]=2)[N:24]=1. (5) The reactants are: Br[CH2:2][CH2:3][N:4]1[CH2:9][C:8]2[CH:10]=[C:11]([F:14])[CH:12]=[CH:13][C:7]=2[N:6]([C:15]2[CH:20]=[CH:19][CH:18]=[CH:17][C:16]=2[F:21])[S:5]1(=[O:23])=[O:22].[CH3:24][NH2:25].Cl. Given the product [F:14][C:11]1[CH:12]=[CH:13][C:7]2[N:6]([C:15]3[CH:20]=[CH:19][CH:18]=[CH:17][C:16]=3[F:21])[S:5](=[O:23])(=[O:22])[N:4]([CH2:3][CH2:2][NH:25][CH3:24])[CH2:9][C:8]=2[CH:10]=1, predict the reactants needed to synthesize it.